From a dataset of Forward reaction prediction with 1.9M reactions from USPTO patents (1976-2016). Predict the product of the given reaction. (1) Given the reactants [C:1]([NH:4][C:5]1[CH:10]=[CH:9][C:8]([C:11]2[CH:12]=[C:13]3[C:17](=[C:18]([C:20]([NH2:22])=[O:21])[CH:19]=2)[NH:16][N:15]=[C:14]3[CH:23]2[CH2:28][CH2:27][NH:26][CH2:25][CH2:24]2)=[CH:7][CH:6]=1)(=[O:3])[CH3:2].C(N(C(C)C)CC)(C)C.[CH3:38][N:39]1[CH:43]=[C:42]([S:44](Cl)(=[O:46])=[O:45])[N:41]=[C:40]1[CH3:48], predict the reaction product. The product is: [C:1]([NH:4][C:5]1[CH:10]=[CH:9][C:8]([C:11]2[CH:12]=[C:13]3[C:17](=[C:18]([C:20]([NH2:22])=[O:21])[CH:19]=2)[NH:16][N:15]=[C:14]3[CH:23]2[CH2:28][CH2:27][N:26]([S:44]([C:42]3[N:41]=[C:40]([CH3:48])[N:39]([CH3:38])[CH:43]=3)(=[O:46])=[O:45])[CH2:25][CH2:24]2)=[CH:7][CH:6]=1)(=[O:3])[CH3:2]. (2) The product is: [C:2]1([S:8]([CH:13]2[CH2:14][CH2:15][CH2:16][C:11](=[O:17])[CH2:12]2)(=[O:10])=[O:9])[CH:7]=[CH:6][CH:5]=[CH:4][CH:3]=1. Given the reactants [Na].[C:2]1([S:8]([OH:10])=[O:9])[CH:7]=[CH:6][CH:5]=[CH:4][CH:3]=1.[C:11]1(=[O:17])[CH2:16][CH2:15][CH2:14][CH:13]=[CH:12]1.Cl, predict the reaction product. (3) Given the reactants [C:1]([O:5][C:6]([N:8]1[CH2:13][CH2:12][CH:11]([CH2:14][CH2:15][CH2:16][CH:17]([C:19]2[O:20][C:21]([C:24]([OH:26])=[O:25])=[CH:22][N:23]=2)[OH:18])[CH2:10][CH2:9]1)=[O:7])([CH3:4])([CH3:3])[CH3:2].CC(OI1(OC(C)=O)(OC(C)=O)OC(=O)C2C=CC=CC1=2)=O, predict the reaction product. The product is: [C:1]([O:5][C:6]([N:8]1[CH2:13][CH2:12][CH:11]([CH2:14][CH2:15][CH2:16][C:17]([C:19]2[O:20][C:21]([C:24]([OH:26])=[O:25])=[CH:22][N:23]=2)=[O:18])[CH2:10][CH2:9]1)=[O:7])([CH3:4])([CH3:2])[CH3:3]. (4) The product is: [CH3:5][O:6][C:7]1[CH:8]=[C:9]2[C:14](=[CH:15][CH:16]=1)[CH:13]=[C:12]([C:17]1[CH:22]=[CH:21][N:20]=[C:19]([C:23]([O:25][CH3:26])=[O:24])[CH:18]=1)[CH:11]=[CH:10]2. Given the reactants S(Cl)(Cl)=O.[CH3:5][O:6][C:7]1[CH:8]=[C:9]2[C:14](=[CH:15][CH:16]=1)[CH:13]=[C:12]([C:17]1[CH:22]=[CH:21][N:20]=[C:19]([C:23]([OH:25])=[O:24])[CH:18]=1)[CH:11]=[CH:10]2.[CH3:26]O, predict the reaction product. (5) Given the reactants [Cl:1][C:2]1[CH:22]=[CH:21][CH:20]=[C:19]([C:23]([F:26])([F:25])[F:24])[C:3]=1[C:4]([N:6]1[C:14]2[C:9](=[CH:10][CH:11]=[C:12]([C:15](O)=[O:16])[CH:13]=2)[C:8]([I:18])=[N:7]1)=[O:5].O[N:28]=[C:29]([NH2:31])[CH3:30].CN(C(ON1N=NC2C=CC=NC1=2)=[N+](C)C)C.F[P-](F)(F)(F)(F)F.CCN(C(C)C)C(C)C, predict the reaction product. The product is: [Cl:1][C:2]1[CH:22]=[CH:21][CH:20]=[C:19]([C:23]([F:24])([F:26])[F:25])[C:3]=1[C:4]([N:6]1[C:14]2[C:9](=[CH:10][CH:11]=[C:12]([C:15]3[O:16][N:31]=[C:29]([CH3:30])[N:28]=3)[CH:13]=2)[C:8]([I:18])=[N:7]1)=[O:5]. (6) Given the reactants [Cl:1][C:2]1[CH:7]=[CH:6][C:5]([C:8]2[N:13]=[C:12](Cl)[C:11](Cl)=[C:10]([C:16]([O:18][CH3:19])=[O:17])[N:9]=2)=[C:4]([F:20])[C:3]=1[O:21][CH3:22].[CH3:23][NH:24][CH2:25][CH2:26][NH:27][CH3:28].C(N(CC)CC)C, predict the reaction product. The product is: [Cl:1][C:2]1[CH:7]=[CH:6][C:5]([C:8]2[N:9]=[C:10]([C:16]([O:18][CH3:19])=[O:17])[C:11]3[N:27]([CH3:28])[CH2:26][CH2:25][N:24]([CH3:23])[C:12]=3[N:13]=2)=[C:4]([F:20])[C:3]=1[O:21][CH3:22].